From a dataset of Full USPTO retrosynthesis dataset with 1.9M reactions from patents (1976-2016). Predict the reactants needed to synthesize the given product. (1) Given the product [CH2:15]([N:22]1[C:12](=[O:14])[C@H:10]2[N:11]([C@H:7]([C:1]3[CH:2]=[CH:3][CH:4]=[CH:5][CH:6]=3)[S:8][CH2:9]2)[C:23]1=[O:24])[C:16]1[CH:21]=[CH:20][CH:19]=[CH:18][CH:17]=1, predict the reactants needed to synthesize it. The reactants are: [C:1]1([CH:7]2[NH:11][C@H:10]([C:12]([OH:14])=O)[CH2:9][S:8]2)[CH:6]=[CH:5][CH:4]=[CH:3][CH:2]=1.[CH2:15]([N:22]=[C:23]=[O:24])[C:16]1[CH:21]=[CH:20][CH:19]=[CH:18][CH:17]=1.Cl.O. (2) Given the product [CH2:34]([O:33][C:31]([C:30]1[C:29]([CH3:36])=[N:1][C:2]2[C:3]([C:26]=1[NH2:27])=[C:4]([O:5][CH2:6][CH:7]1[CH2:12][CH2:11][CH2:10][NH:9][CH2:8]1)[CH:23]=[CH:24][CH:25]=2)=[O:32])[CH3:35], predict the reactants needed to synthesize it. The reactants are: [NH2:1][C:2]1[C:3]([C:26]#[N:27])=[C:4]([CH:23]=[CH:24][CH:25]=1)[O:5][CH2:6][CH:7]1[CH2:12][CH2:11][CH2:10][N:9](C(OCC2C=CC=CC=2)=O)[CH2:8]1.O=[C:29]([CH3:36])[CH2:30][C:31]([O:33][CH2:34][CH3:35])=[O:32]. (3) Given the product [CH3:9][O:8][C:4]1[CH:5]=[C:6]([B:33]2[O:34][C:35]([CH3:37])([CH3:36])[C:31]([CH3:47])([CH3:30])[O:32]2)[CH:7]=[C:2]([Br:1])[CH:3]=1, predict the reactants needed to synthesize it. The reactants are: [Br:1][C:2]1[CH:7]=[CH:6][CH:5]=[C:4]([O:8][CH3:9])[CH:3]=1.C(C1C=CN=C(C2C=C(C(C)(C)C)C=CN=2)C=1)(C)(C)C.[CH3:30][C:31]1([CH3:47])[C:35]([CH3:37])([CH3:36])[O:34][B:33]([B:33]2[O:34][C:35]([CH3:37])([CH3:36])[C:31]([CH3:47])([CH3:30])[O:32]2)[O:32]1. (4) Given the product [C:40]([NH:39][C:36]1[CH:37]=[CH:38][C:33]([O:32][CH2:2][CH2:3][CH2:4][S:5]([N:8]2[CH2:13][CH2:12][CH:11]([C:14]3[C:22]4[C:17](=[C:18]([C:29]([NH2:31])=[O:30])[CH:19]=[C:20]([C:23]5[CH:28]=[CH:27][CH:26]=[CH:25][CH:24]=5)[CH:21]=4)[NH:16][CH:15]=3)[CH2:10][CH2:9]2)(=[O:7])=[O:6])=[CH:34][CH:35]=1)(=[O:42])[CH3:41], predict the reactants needed to synthesize it. The reactants are: Cl[CH2:2][CH2:3][CH2:4][S:5]([N:8]1[CH2:13][CH2:12][CH:11]([C:14]2[C:22]3[C:17](=[C:18]([C:29]([NH2:31])=[O:30])[CH:19]=[C:20]([C:23]4[CH:28]=[CH:27][CH:26]=[CH:25][CH:24]=4)[CH:21]=3)[NH:16][CH:15]=2)[CH2:10][CH2:9]1)(=[O:7])=[O:6].[OH:32][C:33]1[CH:38]=[CH:37][C:36]([NH:39][C:40](=[O:42])[CH3:41])=[CH:35][CH:34]=1.C([O-])([O-])=O.[K+].[K+]. (5) Given the product [C:17]([NH:21][C:22]([N:4]1[CH2:8][CH2:7][C@H:6]([OH:9])[CH2:5]1)=[O:23])([CH3:20])([CH3:19])[CH3:18], predict the reactants needed to synthesize it. The reactants are: ClCCl.[NH:4]1[CH2:8][CH2:7][C@H:6]([OH:9])[CH2:5]1.C(N(CC)CC)C.[C:17]([N:21]=[C:22]=[O:23])([CH3:20])([CH3:19])[CH3:18]. (6) Given the product [I:24][C:21]1[CH:20]=[CH:19][C:18]([C@H:12]([N:9]2[CH2:10][CH2:11][C@@H:6]([CH2:2][C:3]([OH:5])=[O:4])[CH2:7][C@H:8]2[C:25]2[CH:30]=[CH:29][C:28]([C:31]([F:34])([F:32])[F:33])=[CH:27][CH:26]=2)[CH2:13][CH2:14][CH:15]([CH3:17])[CH3:16])=[CH:23][CH:22]=1, predict the reactants needed to synthesize it. The reactants are: C[CH:2]([C@H:6]1[CH2:11][CH2:10][N:9]([C@H:12]([C:18]2[CH:23]=[CH:22][C:21]([I:24])=[CH:20][CH:19]=2)[CH2:13][CH2:14][CH:15]([CH3:17])[CH3:16])[C@@H:8]([C:25]2[CH:30]=[CH:29][C:28]([C:31]([F:34])([F:33])[F:32])=[CH:27][CH:26]=2)[CH2:7]1)[C:3]([O-:5])=[O:4]. (7) Given the product [C:1]1([C:7]2[C:15]3[C:14](=[O:16])[N:13]([CH2:25][C:24]([F:28])([F:27])[F:23])[CH:12]=[N:11][C:10]=3[O:9][CH:8]=2)[CH:2]=[CH:3][CH:4]=[CH:5][CH:6]=1, predict the reactants needed to synthesize it. The reactants are: [C:1]1([C:7]2[C:15]3[C:14](=[O:16])[NH:13][CH:12]=[N:11][C:10]=3[O:9][CH:8]=2)[CH:6]=[CH:5][CH:4]=[CH:3][CH:2]=1.C(=O)([O-])[O-].[Cs+].[Cs+].[F:23][C:24]([F:28])([F:27])[CH2:25]I.